From a dataset of Catalyst prediction with 721,799 reactions and 888 catalyst types from USPTO. Predict which catalyst facilitates the given reaction. (1) Reactant: [CH:1]1([NH:4][C:5]([C:7]2[CH:12]=[CH:11][C:10]([C:13]3[N:17]4[CH:18]=[C:19]([O:36][C:37]5[CH:42]=[CH:41][CH:40]=[C:39]([F:43])[CH:38]=5)[CH:20]=[C:21]([N:22]([CH2:30][CH2:31][C:32]([F:35])([F:34])[F:33])C(=O)OC(C)(C)C)[C:16]4=[N:15][CH:14]=3)=[CH:9][C:8]=2[CH3:44])=[O:6])[CH2:3][CH2:2]1.FC(F)(F)C(O)=O. Product: [CH:1]1([NH:4][C:5](=[O:6])[C:7]2[CH:12]=[CH:11][C:10]([C:13]3[N:17]4[CH:18]=[C:19]([O:36][C:37]5[CH:42]=[CH:41][CH:40]=[C:39]([F:43])[CH:38]=5)[CH:20]=[C:21]([NH:22][CH2:30][CH2:31][C:32]([F:35])([F:34])[F:33])[C:16]4=[N:15][CH:14]=3)=[CH:9][C:8]=2[CH3:44])[CH2:2][CH2:3]1. The catalyst class is: 4. (2) Reactant: Cl.Cl.[NH2:3][C@H:4]([CH2:28][NH2:29])[C:5]([NH:7][C:8]1[CH:12]=[C:11]([C:13]2[CH:18]=[CH:17][CH:16]=[C:15]([CH2:19][CH2:20][CH3:21])[CH:14]=2)[N:10]([C:22]2[CH:27]=[CH:26][CH:25]=[CH:24][CH:23]=2)[N:9]=1)=[O:6].[C:30](N1C=CN=C1)(N1C=CN=C1)=[O:31].C(N(CC)CC)C.O. The catalyst class is: 9. Product: [C:22]1([N:10]2[C:11]([C:13]3[CH:18]=[CH:17][CH:16]=[C:15]([CH2:19][CH2:20][CH3:21])[CH:14]=3)=[CH:12][C:8]([NH:7][C:5]([C@H:4]3[CH2:28][NH:29][C:30](=[O:31])[NH:3]3)=[O:6])=[N:9]2)[CH:27]=[CH:26][CH:25]=[CH:24][CH:23]=1.